This data is from Reaction yield outcomes from USPTO patents with 853,638 reactions. The task is: Predict the reaction yield, written as a fraction of the theoretical maximum amount of product (1.0 means a 100% yield; for example, 0.34 means a 34% yield). The reactants are [CH:1]([O:4][C:5]1[CH:6]=[C:7]([CH:11]=[CH:12][CH:13]=1)[C:8]([OH:10])=O)([CH3:3])[CH3:2].C(Cl)(=O)C(Cl)=O.O1CCCC1.[NH2:25][C:26]1[CH:27]=[C:28]([CH:45]=[CH:46][CH:47]=1)[O:29][C:30]1[CH:31]=[CH:32][C:33]2[N:34]([CH:36]=[C:37]([NH:39][C:40]([CH:42]3[CH2:44][CH2:43]3)=[O:41])[N:38]=2)[N:35]=1. The catalyst is CN(C)C=O.CN(C)C(=O)C. The product is [CH:42]1([C:40]([NH:39][C:37]2[N:38]=[C:33]3[CH:32]=[CH:31][C:30]([O:29][C:28]4[CH:27]=[C:26]([NH:25][C:8](=[O:10])[C:7]5[CH:11]=[CH:12][CH:13]=[C:5]([O:4][CH:1]([CH3:2])[CH3:3])[CH:6]=5)[CH:47]=[CH:46][CH:45]=4)=[N:35][N:34]3[CH:36]=2)=[O:41])[CH2:43][CH2:44]1. The yield is 0.670.